Dataset: Full USPTO retrosynthesis dataset with 1.9M reactions from patents (1976-2016). Task: Predict the reactants needed to synthesize the given product. (1) The reactants are: FC1C=CC([N:8]([CH3:32])[C:9]([C:11]2[C:16]([CH3:17])=[CH:15][C:14]([N:18]3[CH2:23][CH2:22][O:21][CH2:20][CH2:19]3)=[CH:13][C:12]=2OS(C(F)(F)F)(=O)=O)=[O:10])=CC=1.[F-:33].[K+].[Br-].[K+].[CH:37]1(B(O)O)[CH2:39][CH2:38]1. Given the product [F:33][C:11]1[CH:16]=[CH:15][C:14]([CH2:32][NH:8][C:9](=[O:10])[C:11]2[C:16]([CH3:17])=[CH:15][C:14]([N:18]3[CH2:23][CH2:22][O:21][CH2:20][CH2:19]3)=[CH:13][C:12]=2[CH:37]2[CH2:39][CH2:38]2)=[CH:13][CH:12]=1, predict the reactants needed to synthesize it. (2) Given the product [C:23]([NH:6][CH2:7][CH2:8][CH2:9][CH2:10][CH2:11][C:12]([OH:14])=[O:13])(=[O:24])[CH:22]=[CH2:21].[C:12]([NH:15][CH2:16][CH2:17][CH2:18][CH2:19][CH2:20][CH2:21][CH2:22][C:23]([OH:25])=[O:24])(=[O:13])[CH:11]=[CH2:10], predict the reactants needed to synthesize it. The reactants are: NCC(O)=O.[NH2:6][CH2:7][CH2:8][CH2:9][CH2:10][CH2:11][C:12]([OH:14])=[O:13].[NH2:15][CH2:16][CH2:17][CH2:18][CH2:19][CH2:20][CH2:21][CH2:22][C:23]([OH:25])=[O:24]. (3) The reactants are: [H-].[Na+].[Br:3][C:4]1[CH:9]=[CH:8][CH:7]=[CH:6][C:5]=1[CH:10]([CH:12]1[CH2:17][CH2:16][CH2:15][N:14]([S:18]([CH2:21][CH2:22][Si:23]([CH3:26])([CH3:25])[CH3:24])(=[O:20])=[O:19])[CH2:13]1)[OH:11].[H][H].CS(O[CH2:34][CH2:35][CH2:36][O:37][CH3:38])(=O)=O. Given the product [Br:3][C:4]1[CH:9]=[CH:8][CH:7]=[CH:6][C:5]=1[CH:10]([O:11][CH2:34][CH2:35][CH2:36][O:37][CH3:38])[CH:12]1[CH2:17][CH2:16][CH2:15][N:14]([S:18]([CH2:21][CH2:22][Si:23]([CH3:26])([CH3:25])[CH3:24])(=[O:19])=[O:20])[CH2:13]1, predict the reactants needed to synthesize it. (4) The reactants are: C(N(CC)CC)C.[NH2:8][C@@H:9]1[CH2:15][CH2:14][C@@H:13]([C:16]2[CH:21]=[CH:20][CH:19]=[C:18]([F:22])[C:17]=2[F:23])[CH2:12][N:11]([CH2:24][C:25]([F:28])([F:27])[F:26])[C:10]1=[O:29].Cl[C:31](OC1C=CC([N+]([O-])=O)=CC=1)=[O:32].[NH:43]1[CH2:48][CH2:47][CH:46]([C:49]2[C:50](=[O:55])[NH:51][N:52]=[CH:53][CH:54]=2)[CH2:45][CH2:44]1. Given the product [F:23][C:17]1[C:18]([F:22])=[CH:19][CH:20]=[CH:21][C:16]=1[C@H:13]1[CH2:12][N:11]([CH2:24][C:25]([F:28])([F:26])[F:27])[C:10](=[O:29])[C@H:9]([NH:8][C:31]([N:43]2[CH2:44][CH2:45][CH:46]([C:49]3[C:50](=[O:55])[NH:51][N:52]=[CH:53][CH:54]=3)[CH2:47][CH2:48]2)=[O:32])[CH2:15][CH2:14]1, predict the reactants needed to synthesize it.